From a dataset of Catalyst prediction with 721,799 reactions and 888 catalyst types from USPTO. Predict which catalyst facilitates the given reaction. (1) Reactant: [CH3:1][C:2]1[CH:6]=[C:5]([CH3:7])[NH:4][N:3]=1.[CH2:8]=[O:9]. Product: [OH:9][CH2:8][N:3]1[C:2]([CH3:1])=[CH:6][C:5]([CH3:7])=[N:4]1. The catalyst class is: 26. (2) Reactant: [CH2:1]([SH:8])[C:2]1[CH:7]=[CH:6][CH:5]=[CH:4][CH:3]=1.C([O-])([O-])=O.[K+].[K+].Cl[CH2:16][C:17]1[NH:18][C:19](=[O:22])[NH:20][N:21]=1.O. Product: [CH2:1]([S:8][CH2:16][C:17]1[NH:18][C:19](=[O:22])[NH:20][N:21]=1)[C:2]1[CH:7]=[CH:6][CH:5]=[CH:4][CH:3]=1. The catalyst class is: 575. (3) Reactant: C([O:3][CH:4](OCC)[C:5]1[N:9]=[C:8]([CH3:10])[N:7]([CH2:11][CH3:12])[N:6]=1)C.Cl. Product: [CH2:11]([N:7]1[C:8]([CH3:10])=[N:9][C:5]([CH:4]=[O:3])=[N:6]1)[CH3:12]. The catalyst class is: 6.